This data is from Forward reaction prediction with 1.9M reactions from USPTO patents (1976-2016). The task is: Predict the product of the given reaction. (1) Given the reactants [NH2:1][NH2:2].[F:3][C:4]1[CH:11]=[C:10]([F:12])[CH:9]=[CH:8][C:5]=1[CH2:6]Br, predict the reaction product. The product is: [F:3][C:4]1[CH:11]=[C:10]([F:12])[CH:9]=[CH:8][C:5]=1[CH2:6][NH:1][NH2:2]. (2) Given the reactants [CH2:1]([C:4]#[C:5][SiH:6]([CH:10]([CH3:12])[CH3:11])[CH:7]([CH3:9])[CH3:8])[CH:2]=[CH2:3].C([Mg]Br)C=C, predict the reaction product. The product is: [CH:1]1([C:4]#[C:5][SiH:6]([CH:10]([CH3:12])[CH3:11])[CH:7]([CH3:8])[CH3:9])[CH2:3][CH2:2]1. (3) Given the reactants [Cl:1][C:2]1[CH:7]=[CH:6][C:5]([Cl:8])=[CH:4][C:3]=1[CH2:9][O:10][C:11]1([C:14](Cl)=[O:15])[CH2:13][CH2:12]1.[NH:17]1[C:26]2[C:21](=[CH:22][CH:23]=[CH:24][N:25]=2)[CH2:20][CH2:19][CH2:18]1.C(N(CC)CC)C, predict the reaction product. The product is: [Cl:1][C:2]1[CH:7]=[CH:6][C:5]([Cl:8])=[CH:4][C:3]=1[CH2:9][O:10][C:11]1([C:14]([N:25]2[C:26]3[C:21](=[CH:20][CH:19]=[CH:18][N:17]=3)[CH2:22][CH2:23][CH2:24]2)=[O:15])[CH2:13][CH2:12]1. (4) Given the reactants CS(Cl)(=O)=O.[Cl:6][C:7]1[C:8]([N:13]2[C:17]([C:18]([OH:20])=O)=[CH:16][C:15]([C:21]([F:24])([F:23])[F:22])=[N:14]2)=[N:9][CH:10]=[CH:11][CH:12]=1.C(N(CC)CC)C.[NH2:32][C:33]1[C:41]([CH3:42])=[CH:40][C:39]([I:43])=[CH:38][C:34]=1[C:35](O)=[O:36], predict the reaction product. The product is: [Cl:6][C:7]1[C:8]([N:13]2[C:17]([C:18]3[O:20][C:35](=[O:36])[C:34]4[CH:38]=[C:39]([I:43])[CH:40]=[C:41]([CH3:42])[C:33]=4[N:32]=3)=[CH:16][C:15]([C:21]([F:24])([F:23])[F:22])=[N:14]2)=[N:9][CH:10]=[CH:11][CH:12]=1. (5) Given the reactants [NH2:1][CH2:2][C:3]1[CH:8]=[CH:7][C:6]([NH:9][CH2:10][C:11]2[CH:16]=[CH:15][CH:14]=[CH:13][CH:12]=2)=[CH:5][CH:4]=1.[N:17]1[C:26]2[C:21](=[CH:22][C:23]([C:27](O)=[O:28])=[CH:24][CH:25]=2)[CH:20]=[CH:19][CH:18]=1.F[P-](F)(F)(F)(F)F.N1([P+](N(C)C)(N(C)C)N(C)C)C2C=CC=CC=2N=N1.C(N(CC)CC)C, predict the reaction product. The product is: [CH2:10]([NH:9][C:6]1[CH:7]=[CH:8][C:3]([CH2:2][NH:1][C:27]([C:23]2[CH:22]=[C:21]3[C:26](=[CH:25][CH:24]=2)[N:17]=[CH:18][CH:19]=[CH:20]3)=[O:28])=[CH:4][CH:5]=1)[C:11]1[CH:16]=[CH:15][CH:14]=[CH:13][CH:12]=1.